This data is from Full USPTO retrosynthesis dataset with 1.9M reactions from patents (1976-2016). The task is: Predict the reactants needed to synthesize the given product. Given the product [Cl-:30].[CH2:1]([O:8][C:9]1[CH:28]=[CH:27][C:12]([O:13][C:14]2[C:22]([CH3:23])=[CH:21][C:20]([N+:24]([O-:26])=[O:25])=[C:19]3[C:15]=2[CH2:16][CH2:17][CH2:18]3)=[CH:11][C:10]=1[CH2:29][P+:37]([C:38]1[CH:39]=[CH:40][CH:41]=[CH:42][CH:43]=1)([C:44]1[CH:49]=[CH:48][CH:47]=[CH:46][CH:45]=1)[C:31]1[CH:32]=[CH:33][CH:34]=[CH:35][CH:36]=1)[C:2]1[CH:7]=[CH:6][CH:5]=[CH:4][CH:3]=1, predict the reactants needed to synthesize it. The reactants are: [CH2:1]([O:8][C:9]1[CH:28]=[CH:27][C:12]([O:13][C:14]2[C:22]([CH3:23])=[CH:21][C:20]([N+:24]([O-:26])=[O:25])=[C:19]3[C:15]=2[CH2:16][CH2:17][CH2:18]3)=[CH:11][C:10]=1[CH2:29][Cl:30])[C:2]1[CH:7]=[CH:6][CH:5]=[CH:4][CH:3]=1.[C:31]1([P:37]([C:44]2[CH:49]=[CH:48][CH:47]=[CH:46][CH:45]=2)[C:38]2[CH:43]=[CH:42][CH:41]=[CH:40][CH:39]=2)[CH:36]=[CH:35][CH:34]=[CH:33][CH:32]=1.